Predict the reactants needed to synthesize the given product. From a dataset of Full USPTO retrosynthesis dataset with 1.9M reactions from patents (1976-2016). (1) Given the product [Cl:1][C:2]1[CH:3]=[CH:4][C:5]([O:10][CH:14]2[CH2:15][CH2:16][S:11][CH2:12][CH2:13]2)=[C:6]([CH:9]=1)[CH:7]=[O:8], predict the reactants needed to synthesize it. The reactants are: [Cl:1][C:2]1[CH:9]=[C:6]([CH:7]=[O:8])[C:5]([OH:10])=[CH:4][CH:3]=1.[S:11]1[CH2:16][CH2:15][CH:14](OS(C)(=O)=O)[CH2:13][CH2:12]1.C(=O)([O-])[O-].[K+].[K+]. (2) Given the product [CH3:1][O:2][C:3]1[CH:4]=[C:5]2[C:6](=[C:7]3[CH2:8][C:9]([CH3:12])([CH3:13])[O:10][C:11]=13)[C:18]([C:19]1[CH:24]=[CH:23][CH:22]=[CH:21][CH:20]=1)=[N:25][C:15]([CH3:17])([CH3:16])[CH2:14]2, predict the reactants needed to synthesize it. The reactants are: [CH3:1][O:2][C:3]1[C:11]2[O:10][C:9]([CH3:13])([CH3:12])[CH2:8][C:7]=2[CH:6]=[C:5]([CH:14]=[C:15]([CH3:17])[CH3:16])[CH:4]=1.[C:18](#[N:25])[C:19]1[CH:24]=[CH:23][CH:22]=[CH:21][CH:20]=1.S(=O)(=O)(O)O. (3) The reactants are: C([O:4][C@H:5]1[C@H:10]([O:11]C(=O)C)[C@@H:9]([O:15]C(=O)C)[C@H:8]([C:19]2[CH:24]=[CH:23][C:22]([Cl:25])=[C:21]([CH2:26][C:27]3[CH:32]=[CH:31][C:30]([C:33](=[N:35][O:36][CH2:37][CH3:38])[CH3:34])=[CH:29][CH:28]=3)[CH:20]=2)[O:7][C@@H:6]1[CH2:39][O:40]C(=O)C)(=O)C.O.[OH-].[Li+]. Given the product [CH2:37]([O:36][N:35]=[C:33]([C:30]1[CH:29]=[CH:28][C:27]([CH2:26][C:21]2[CH:20]=[C:19]([C@H:8]3[C@H:9]([OH:15])[C@@H:10]([OH:11])[C@H:5]([OH:4])[C@@H:6]([CH2:39][OH:40])[O:7]3)[CH:24]=[CH:23][C:22]=2[Cl:25])=[CH:32][CH:31]=1)[CH3:34])[CH3:38], predict the reactants needed to synthesize it. (4) Given the product [OH:1][C:2]1[CH:7]=[CH:6][C:5]([CH:8]([NH:10][C:11](=[O:12])[O:13][C:14]([CH3:17])([CH3:16])[CH3:15])[CH3:9])=[CH:4][CH:3]=1, predict the reactants needed to synthesize it. The reactants are: [OH:1][C:2]1[CH:7]=[CH:6][C:5]([CH:8]([NH2:10])[CH3:9])=[CH:4][CH:3]=1.[C:11](O[C:11]([O:13][C:14]([CH3:17])([CH3:16])[CH3:15])=[O:12])([O:13][C:14]([CH3:17])([CH3:16])[CH3:15])=[O:12].